Dataset: Full USPTO retrosynthesis dataset with 1.9M reactions from patents (1976-2016). Task: Predict the reactants needed to synthesize the given product. (1) Given the product [CH2:1]([O:3][C:4](=[O:30])[CH:5]([C:6]1[CH:11]=[CH:10][CH:9]=[C:8]([S:12][C:13]2[C:21]3[C:16](=[CH:17][C:18]([Cl:22])=[CH:19][CH:20]=3)[N:15]([C:23]3[CH:24]=[N:25][CH:26]=[CH:27][CH:28]=3)[C:14]=2[CH3:29])[CH:7]=1)[CH2:32][CH3:33])[CH3:2], predict the reactants needed to synthesize it. The reactants are: [CH2:1]([O:3][C:4](=[O:30])[CH2:5][C:6]1[CH:11]=[CH:10][CH:9]=[C:8]([S:12][C:13]2[C:21]3[C:16](=[CH:17][C:18]([Cl:22])=[CH:19][CH:20]=3)[N:15]([C:23]3[CH:24]=[N:25][CH:26]=[CH:27][CH:28]=3)[C:14]=2[CH3:29])[CH:7]=1)[CH3:2].I[CH2:32][CH3:33]. (2) Given the product [Br:1][C:2]1[CH:3]=[C:4]([C:8]2([CH3:19])[N:13]=[C:12]([Cl:21])[C:11]3[CH:15]=[CH:16][CH:17]=[CH:18][C:10]=3[O:9]2)[CH:5]=[CH:6][CH:7]=1, predict the reactants needed to synthesize it. The reactants are: [Br:1][C:2]1[CH:3]=[C:4]([C:8]2([CH3:19])[NH:13][C:12](=O)[C:11]3[CH:15]=[CH:16][CH:17]=[CH:18][C:10]=3[O:9]2)[CH:5]=[CH:6][CH:7]=1.O(Cl)[Cl:21].[P+3].P(Cl)(Cl)(Cl)(Cl)Cl. (3) Given the product [OH:13][C:12]1[N:14]=[CH:5][C:4]([N+:1]([O-:3])=[O:2])=[CH:7][C:11]=1[C:9]#[N:10], predict the reactants needed to synthesize it. The reactants are: [N+:1]([C-:4]([CH:7]=O)[CH:5]=O)([O-:3])=[O:2].[C:9]([CH2:11][C:12]([NH2:14])=[O:13])#[N:10].[OH-].C([N+](CC)(CC)C1C=CC=CC=1)C. (4) Given the product [F:1][C:2]([F:7])([F:6])[C:3]([OH:5])=[O:4].[NH:34]1[CH2:35][CH2:36][C@H:33]1[CH2:32][O:31][C:29]1[CH:28]=[N:27][CH:26]=[C:25]([C:22]2[CH:23]=[CH:24][C:19]([CH2:18][CH2:17][O:16][CH2:9][C:10]3[CH:15]=[CH:14][CH:13]=[CH:12][CH:11]=3)=[CH:20][CH:21]=2)[CH:30]=1, predict the reactants needed to synthesize it. The reactants are: [F:1][C:2]([F:7])([F:6])[C:3]([OH:5])=[O:4].O.[CH2:9]([O:16][CH2:17][CH2:18][C:19]1[CH:24]=[CH:23][C:22]([C:25]2[CH:26]=[N:27][CH:28]=[C:29]([O:31][CH2:32][C@@H:33]3[CH2:36][CH2:35][N:34]3C(OC(C)(C)C)=O)[CH:30]=2)=[CH:21][CH:20]=1)[C:10]1[CH:15]=[CH:14][CH:13]=[CH:12][CH:11]=1. (5) Given the product [C:1]([O:5][C:6]([N:8]1[C@H:15]([CH2:16][NH2:17])[CH2:14][C@H:13]2[C@@H:9]1[CH2:10][CH2:11][CH2:12]2)=[O:7])([CH3:4])([CH3:3])[CH3:2], predict the reactants needed to synthesize it. The reactants are: [C:1]([O:5][C:6]([N:8]1[C@H:15]([CH2:16][NH:17]CC2C=CC=CC=2)[CH2:14][C@H:13]2[C@@H:9]1[CH2:10][CH2:11][CH2:12]2)=[O:7])([CH3:4])([CH3:3])[CH3:2]. (6) Given the product [F:20][C:17]([F:18])([F:19])[C:12]([C:3]1[CH:4]=[CH:5][C:6]2[C:11](=[CH:10][CH:9]=[CH:8][CH:7]=2)[C:2]=1[NH:1][C:29](=[O:30])[C:28]1[CH:32]=[CH:33][C:25]([O:24][C:23]([F:22])([F:34])[F:35])=[CH:26][CH:27]=1)([OH:21])[C:13]([F:14])([F:15])[F:16], predict the reactants needed to synthesize it. The reactants are: [NH2:1][C:2]1[C:11]2[C:6](=[CH:7][CH:8]=[CH:9][CH:10]=2)[CH:5]=[CH:4][C:3]=1[C:12]([OH:21])([C:17]([F:20])([F:19])[F:18])[C:13]([F:16])([F:15])[F:14].[F:22][C:23]([F:35])([F:34])[O:24][C:25]1[CH:33]=[CH:32][C:28]([C:29](Cl)=[O:30])=[CH:27][CH:26]=1. (7) Given the product [CH3:2][C:3]1[S:12][C:11]2[NH:10][C:9]3[CH:13]=[CH:14][CH:15]=[CH:16][C:8]=3[N:7]=[C:6]([NH2:17])[C:5]=2[CH:4]=1, predict the reactants needed to synthesize it. The reactants are: Cl.[CH3:2][C:3]1[S:12][C:11]2[NH:10][C:9]3[CH:13]=[CH:14][CH:15]=[CH:16][C:8]=3[N:7]=[C:6]([NH2:17])[C:5]=2[CH:4]=1.N.CO. (8) Given the product [C:15]([O:14][CH2:13][C:12]#[C:11][CH2:10][CH2:9][CH2:8][C:7]([OH:6])=[O:22])(=[O:17])[CH3:16], predict the reactants needed to synthesize it. The reactants are: C([Si](C)(C)[O:6][CH2:7][CH2:8][CH2:9][CH2:10][C:11]#[C:12][CH2:13][O:14][C:15](=[O:17])[CH3:16])(C)(C)C.CC(C)=[O:22].OS(O)(=O)=O.O=[Cr](=O)=O.C(O)(C)C.